Dataset: Reaction yield outcomes from USPTO patents with 853,638 reactions. Task: Predict the reaction yield, written as a fraction of the theoretical maximum amount of product (1.0 means a 100% yield; for example, 0.34 means a 34% yield). The reactants are [OH-].[Na+].C[O:4][C:5](=[O:32])[CH:6]([CH2:9][C:10]1[CH:15]=[CH:14][C:13]([O:16][CH2:17][CH2:18][C:19]2[CH:24]=[CH:23][C:22]([S:25][C:26]3[CH:31]=[CH:30][CH:29]=[CH:28][CH:27]=3)=[CH:21][CH:20]=2)=[CH:12][CH:11]=1)[CH2:7][CH3:8].[OH-].[Li+].Cl. The catalyst is O1CCOCC1.O. The product is [C:26]1([S:25][C:22]2[CH:23]=[CH:24][C:19]([CH2:18][CH2:17][O:16][C:13]3[CH:12]=[CH:11][C:10]([CH2:9][CH:6]([CH2:7][CH3:8])[C:5]([OH:32])=[O:4])=[CH:15][CH:14]=3)=[CH:20][CH:21]=2)[CH:31]=[CH:30][CH:29]=[CH:28][CH:27]=1. The yield is 0.930.